Dataset: Full USPTO retrosynthesis dataset with 1.9M reactions from patents (1976-2016). Task: Predict the reactants needed to synthesize the given product. (1) Given the product [CH2:1]([N:8]1[C:12]2[CH:13]=[CH:14][CH:15]=[CH:16][C:11]=2[N:10]=[C:9]1[CH2:17][CH2:23][C:22]#[C:21][Si:20]([CH3:25])([CH3:24])[CH3:19])[C:2]1[CH:7]=[CH:6][CH:5]=[CH:4][CH:3]=1, predict the reactants needed to synthesize it. The reactants are: [CH2:1]([N:8]1[C:12]2[CH:13]=[CH:14][CH:15]=[CH:16][C:11]=2[N:10]=[C:9]1[CH2:17]Cl)[C:2]1[CH:7]=[CH:6][CH:5]=[CH:4][CH:3]=1.[CH3:19][Si:20]([CH3:25])([CH3:24])[C:21]#[C:22][CH3:23]. (2) Given the product [CH:1]1[C:10]2[C:5](=[CH:6][CH:7]=[CH:8][CH:9]=2)[CH:4]=[CH:3][C:2]=1[C:11]1[C:19]2[C:14](=[CH:15][CH:16]=[C:17]([C:20]3[NH:24][N:23]=[N:22][N:21]=3)[CH:18]=2)[NH:13][N:12]=1, predict the reactants needed to synthesize it. The reactants are: [CH:1]1[C:10]2[C:5](=[CH:6][CH:7]=[CH:8][CH:9]=2)[CH:4]=[CH:3][C:2]=1[C:11]1[C:19]2[C:14](=[CH:15][CH:16]=[C:17]([C:20]#[N:21])[CH:18]=2)[NH:13][N:12]=1.[N:22]([Sn](CCCC)(CCCC)CCCC)=[N+:23]=[N-:24]. (3) Given the product [CH2:3]([O:10][CH2:11][C@H:12]1[CH2:13][NH:14][C:15](=[O:20])[C@@H:16]([CH2:17][CH3:18])[O:21]1)[C:4]1[CH:9]=[CH:8][CH:7]=[CH:6][CH:5]=1, predict the reactants needed to synthesize it. The reactants are: [H-].[Na+].[CH2:3]([O:10][CH2:11][C@H:12]([OH:21])[CH2:13][NH:14][C:15](=[O:20])[C@@H:16](Cl)[CH2:17][CH3:18])[C:4]1[CH:9]=[CH:8][CH:7]=[CH:6][CH:5]=1.